From a dataset of HIV replication inhibition screening data with 41,000+ compounds from the AIDS Antiviral Screen. Binary Classification. Given a drug SMILES string, predict its activity (active/inactive) in a high-throughput screening assay against a specified biological target. (1) The compound is CCCCc1c2c(nc3c1CCCC3O)CCCC2. The result is 0 (inactive). (2) The result is 0 (inactive). The drug is COC(=O)C1C2C(=O)NC(=O)C2C(c2ccc(-c3ccccc3)cc2)N1C1CCCCC1.